Dataset: CYP2C19 inhibition data for predicting drug metabolism from PubChem BioAssay. Task: Regression/Classification. Given a drug SMILES string, predict its absorption, distribution, metabolism, or excretion properties. Task type varies by dataset: regression for continuous measurements (e.g., permeability, clearance, half-life) or binary classification for categorical outcomes (e.g., BBB penetration, CYP inhibition). Dataset: cyp2c19_veith. (1) The drug is COc1ccc(C(=O)NC(CO)c2nnc(SCc3ccc(Cl)c(Cl)c3)n2C)cc1. The result is 1 (inhibitor). (2) The compound is COc1cccc(-c2cncnc2NCCN2CCOCC2)c1. The result is 0 (non-inhibitor). (3) The result is 0 (non-inhibitor). The drug is Cn1cccc1C(=O)N1CCC2(CC1)CN(C(c1ccccc1)c1ccccc1)C2. (4) The molecule is COc1ccc(-n2nnnc2/C=C\Nc2ccccc2C(=O)c2ccccc2)cc1. The result is 1 (inhibitor). (5) The compound is CCc1sc(N(C(=O)Cc2ccccc2)c2cccc(F)c2)nc1-c1ccc(C)cc1. The result is 1 (inhibitor).